This data is from Forward reaction prediction with 1.9M reactions from USPTO patents (1976-2016). The task is: Predict the product of the given reaction. Given the reactants Cl[C:2]1[C:11]2[C:6](=[CH:7][C:8]([S:12]([NH:15][C:16]3[CH:21]=[CH:20][N:19]=[CH:18][N:17]=3)(=[O:14])=[O:13])=[CH:9][CH:10]=2)[CH:5]=[CH:4][N:3]=1.[Cl-].C(C1C=CC=C(CCC)C=1[N+]1C=CN(C2C(CCC)=CC=CC=2CCC)C=1)CC.Cl.[F:53][C:54]1[CH:55]=[C:56]([CH:60]2[CH2:65][CH2:64][CH2:63][NH:62][CH2:61]2)[CH:57]=[CH:58][CH:59]=1.CC(C)([O-])C.[Na+], predict the reaction product. The product is: [F:53][C:54]1[CH:55]=[C:56]([CH:60]2[CH2:65][CH2:64][CH2:63][N:62]([C:2]3[C:11]4[C:6](=[CH:7][C:8]([S:12]([NH:15][C:16]5[CH:21]=[CH:20][N:19]=[CH:18][N:17]=5)(=[O:14])=[O:13])=[CH:9][CH:10]=4)[CH:5]=[CH:4][N:3]=3)[CH2:61]2)[CH:57]=[CH:58][CH:59]=1.